Dataset: M1 muscarinic receptor agonist screen with 61,833 compounds. Task: Binary Classification. Given a drug SMILES string, predict its activity (active/inactive) in a high-throughput screening assay against a specified biological target. (1) The molecule is s1c(NC(=O)C2OCCC2)c(c(c1C)C)C#N. The result is 0 (inactive). (2) The result is 0 (inactive). The compound is S(c1n(CCc2ccccc2)c2c(n1)cccc2)Cc1c(onc1C)C.